This data is from Forward reaction prediction with 1.9M reactions from USPTO patents (1976-2016). The task is: Predict the product of the given reaction. Given the reactants [F:1][C:2]1[CH:3]=[C:4]([N:12]2[C:16]([C:17]3[CH:22]=[CH:21][C:20]([C:23]4[O:24][CH:25]=[CH:26][CH:27]=4)=[CH:19][CH:18]=3)=[CH:15][C:14]([C:28](O)=[O:29])=[N:13]2)[CH:5]=[CH:6][C:7]=1[S:8]([CH3:11])(=[O:10])=[O:9].Cl.C(N=C=NCCCN(C)C)C.[NH:43]1[CH2:48][CH2:47][O:46][CH2:45][CH2:44]1, predict the reaction product. The product is: [F:1][C:2]1[CH:3]=[C:4]([N:12]2[C:16]([C:17]3[CH:18]=[CH:19][C:20]([C:23]4[O:24][CH:25]=[CH:26][CH:27]=4)=[CH:21][CH:22]=3)=[CH:15][C:14]([C:28]([N:43]3[CH2:48][CH2:47][O:46][CH2:45][CH2:44]3)=[O:29])=[N:13]2)[CH:5]=[CH:6][C:7]=1[S:8]([CH3:11])(=[O:10])=[O:9].